Dataset: Peptide-MHC class II binding affinity with 134,281 pairs from IEDB. Task: Regression. Given a peptide amino acid sequence and an MHC pseudo amino acid sequence, predict their binding affinity value. This is MHC class II binding data. (1) The peptide sequence is NIVNMLHGVRDGLVR. The MHC is DRB4_0101 with pseudo-sequence DRB4_0103. The binding affinity (normalized) is 0.167. (2) The peptide sequence is AFKVAMTAANAAPAN. The MHC is DRB1_0901 with pseudo-sequence DRB1_0901. The binding affinity (normalized) is 0.556. (3) The peptide sequence is NCVLKKSTNGLRIKS. The MHC is DRB5_0101 with pseudo-sequence DRB5_0101. The binding affinity (normalized) is 0.868. (4) The peptide sequence is IRNPLSRNSTHEMYY. The MHC is DRB3_0101 with pseudo-sequence DRB3_0101. The binding affinity (normalized) is 0.443. (5) The peptide sequence is GAVDIINKWQVVAPQ. The MHC is DRB1_1201 with pseudo-sequence DRB1_1201. The binding affinity (normalized) is 0.356.